Task: Predict the reactants needed to synthesize the given product.. Dataset: Full USPTO retrosynthesis dataset with 1.9M reactions from patents (1976-2016) (1) Given the product [OH:1][C:2]1[CH:3]=[C:4]([CH:8]=[CH:9][C:10]=1[O:11][CH3:12])[C:5]([O:7][CH2:13][CH3:14])=[O:6], predict the reactants needed to synthesize it. The reactants are: [OH:1][C:2]1[CH:3]=[C:4]([CH:8]=[CH:9][C:10]=1[O:11][CH3:12])[C:5]([OH:7])=[O:6].[CH3:13][C:14]1C=CC(S(O)(=O)=O)=CC=1. (2) Given the product [C:1]([O:5][C:6]([N:8]1[CH2:13][CH2:12][CH:11]([O:14][C:15]2[CH:20]=[CH:19][C:18]([N:21]([CH2:22]/[CH:23]=[CH:24]/[C:25]3[CH:26]=[C:27]([CH:30]=[CH:31][CH:32]=3)[C:28]#[N:29])[CH3:35])=[CH:17][CH:16]=2)[CH2:10][CH2:9]1)=[O:7])([CH3:4])([CH3:2])[CH3:3], predict the reactants needed to synthesize it. The reactants are: [C:1]([O:5][C:6]([N:8]1[CH2:13][CH2:12][CH:11]([O:14][C:15]2[CH:20]=[CH:19][C:18]([NH:21][CH2:22]/[CH:23]=[CH:24]/[C:25]3[CH:26]=[C:27]([CH:30]=[CH:31][CH:32]=3)[C:28]#[N:29])=[CH:17][CH:16]=2)[CH2:10][CH2:9]1)=[O:7])([CH3:4])([CH3:3])[CH3:2].C=O.[CH3:35]C(OCC1C2C(=CC=CC=2)C(COC(C)=O)=C2C=1C=CC=C2)=O.C([BH3-])#N.[Na+].